This data is from Catalyst prediction with 721,799 reactions and 888 catalyst types from USPTO. The task is: Predict which catalyst facilitates the given reaction. (1) Reactant: [NH2:1][C:2]1[CH:7]=[CH:6][C:5]([CH2:8][C:9]([O:11][CH3:12])=[O:10])=[CH:4][C:3]=1[Br:13].[Cl:14][C:15]1[CH:20]=[CH:19][CH:18]=[CH:17][C:16]=1[N:21]=[C:22]=[O:23].CCN(CC)CC. Product: [Br:13][C:3]1[CH:4]=[C:5]([CH2:8][C:9]([O:11][CH3:12])=[O:10])[CH:6]=[CH:7][C:2]=1[NH:1][C:22]([NH:21][C:16]1[CH:17]=[CH:18][CH:19]=[CH:20][C:15]=1[Cl:14])=[O:23]. The catalyst class is: 1. (2) The catalyst class is: 3. Product: [CH3:15][O:16][C:17](=[O:28])[CH:18]=[CH:19][C:20]1[CH:25]=[CH:24][C:23]([F:26])=[C:22]([NH:27][C:12]([C:10]2[O:11][C:7]([C:1]3[CH:2]=[CH:3][CH:4]=[CH:5][CH:6]=3)=[CH:8][CH:9]=2)=[O:14])[CH:21]=1. Reactant: [C:1]1([C:7]2[O:11][C:10]([C:12]([OH:14])=O)=[CH:9][CH:8]=2)[CH:6]=[CH:5][CH:4]=[CH:3][CH:2]=1.[CH3:15][O:16][C:17](=[O:28])[CH:18]=[CH:19][C:20]1[CH:25]=[CH:24][C:23]([F:26])=[C:22]([NH2:27])[CH:21]=1.CCN(C(C)C)C(C)C.CN(C(ON1N=NC2C=CC=CC1=2)=[N+](C)C)C.[B-](F)(F)(F)F. (3) Reactant: CS(Cl)(=O)=[O:3].C(N(CC)CC)C.[NH:13]1[CH:17]=[CH:16][C:15]([C:18]([OH:20])=O)=N1.[C:21](O)(=O)[C:22]1C(=CC=[CH:27][CH:28]=1)N. Product: [O:20]1[C:18]2[CH:21]=[CH:22][CH:28]=[CH:27][C:15]=2[CH2:16][C:17](=[O:3])[NH:13]1. The catalyst class is: 17. (4) Reactant: Br[C:2]1[C:7](=[O:8])[N:6]2[C:9]([CH3:13])=[CH:10][CH:11]=[CH:12][C:5]2=[N:4][C:3]=1[CH:14]([N:16]1[C:24](=[O:25])[C:23]2[C:18](=[CH:19][CH:20]=[CH:21][CH:22]=2)[C:17]1=[O:26])[CH3:15].C([Sn](CCCC)(CCCC)[C:32]1[CH:37]=[CH:36][CH:35]=[CH:34][N:33]=1)CCC. Product: [CH3:13][C:9]1[N:6]2[C:7](=[O:8])[C:2]([C:32]3[CH:37]=[CH:36][CH:35]=[CH:34][N:33]=3)=[C:3]([CH:14]([N:16]3[C:24](=[O:25])[C:23]4[C:18](=[CH:19][CH:20]=[CH:21][CH:22]=4)[C:17]3=[O:26])[CH3:15])[N:4]=[C:5]2[CH:12]=[CH:11][CH:10]=1. The catalyst class is: 77.